Dataset: Forward reaction prediction with 1.9M reactions from USPTO patents (1976-2016). Task: Predict the product of the given reaction. (1) Given the reactants [NH:1]1[C:9]2[C:4](=[CH:5][C:6]([NH:10][CH:11]3[CH2:16][CH2:15][C:14](=O)[CH2:13][CH2:12]3)=[CH:7][CH:8]=2)[CH:3]=[N:2]1.Cl.[F:19][CH2:20][CH2:21][NH2:22].C(O[BH-](OC(=O)C)OC(=O)C)(=O)C.[Na+].Cl.CO, predict the reaction product. The product is: [F:19][CH2:20][CH2:21][NH:22][CH:14]1[CH2:15][CH2:16][CH:11]([NH:10][C:6]2[CH:5]=[C:4]3[C:9](=[CH:8][CH:7]=2)[NH:1][N:2]=[CH:3]3)[CH2:12][CH2:13]1. (2) Given the reactants [CH3:1][C:2]1[CH:7]=[CH:6][CH:5]=[C:4]([CH3:8])[C:3]=1[C:9]1[CH:14]=[CH:13][CH:12]=[C:11]([S:15]([NH:18][C:19]2[CH:23]=[CH:22][S:21][C:20]=2[C:24]([O:26]C)=[O:25])(=[O:17])=[O:16])[CH:10]=1.[OH-].[Na+], predict the reaction product. The product is: [CH3:1][C:2]1[CH:7]=[CH:6][CH:5]=[C:4]([CH3:8])[C:3]=1[C:9]1[CH:14]=[CH:13][CH:12]=[C:11]([S:15]([NH:18][C:19]2[CH:23]=[CH:22][S:21][C:20]=2[C:24]([OH:26])=[O:25])(=[O:17])=[O:16])[CH:10]=1. (3) Given the reactants [H-].[Na+].[N+:3]([C:6]1[CH:7]=[C:8]2[NH:14][C:13](=[O:15])[O:12][C:10](=[O:11])[C:9]2=[CH:16][CH:17]=1)([O-:5])=[O:4].[CH3:18]I.Cl, predict the reaction product. The product is: [CH3:18][N:14]1[C:13](=[O:15])[O:12][C:10](=[O:11])[C:9]2[CH:16]=[CH:17][C:6]([N+:3]([O-:5])=[O:4])=[CH:7][C:8]1=2. (4) The product is: [Cl:8][C:9]1[N:18]=[C:17]([N:5]2[CH2:6][CH2:7][C@H:3]([NH:2][CH3:1])[CH2:4]2)[C:16]2[C:11](=[CH:12][C:13]([O:22][CH3:23])=[C:14]([O:20][CH3:21])[CH:15]=2)[N:10]=1. Given the reactants [CH3:1][NH:2][C@H:3]1[CH2:7][CH2:6][NH:5][CH2:4]1.[Cl:8][C:9]1[N:18]=[C:17](Cl)[C:16]2[C:11](=[CH:12][C:13]([O:22][CH3:23])=[C:14]([O:20][CH3:21])[CH:15]=2)[N:10]=1, predict the reaction product. (5) Given the reactants C[N:2]1[C:11]2[C:6](=[CH:7][C:8]3[CH2:16][CH2:15][N:14](C(OCC)=O)[CH2:13][CH2:12][C:9]=3[CH:10]=2)[CH2:5][CH2:4][C:3]1=[O:22].[OH-].[K+].[ClH:25].[OH-].[Na+], predict the reaction product. The product is: [Cl:25][C:10]1[C:9]2[CH2:12][CH2:13][NH:14][CH2:15][CH2:16][C:8]=2[CH:7]=[C:6]2[C:11]=1[NH:2][C:3](=[O:22])[CH2:4][CH2:5]2. (6) Given the reactants [NH2:1][C:2]1[C:3]([C:17]#[N:18])=[N:4][C:5]([C:9]2[CH:10]=[N:11][C:12]([O:15][CH3:16])=[CH:13][CH:14]=2)=[C:6](Cl)[N:7]=1.[C:19]1(B(O)O)[CH:24]=[CH:23][CH:22]=[CH:21][CH:20]=1.C([O-])([O-])=O.[Na+].[Na+].CCOC(C)=O, predict the reaction product. The product is: [NH2:1][C:2]1[C:3]([C:17]#[N:18])=[N:4][C:5]([C:9]2[CH:10]=[N:11][C:12]([O:15][CH3:16])=[CH:13][CH:14]=2)=[C:6]([C:19]2[CH:24]=[CH:23][CH:22]=[CH:21][CH:20]=2)[N:7]=1. (7) Given the reactants [NH2:1][C:2]1[CH:7]=[CH:6][C:5]([C@H:8]([CH3:20])[C:9]([NH:11][C:12]2[S:13][C:14]([CH:17]([CH3:19])[CH3:18])=[CH:15][N:16]=2)=[O:10])=[CH:4][CH:3]=1.[C:21](O)(=[O:28])[C:22]1[CH:27]=[CH:26][N:25]=[CH:24][CH:23]=1, predict the reaction product. The product is: [CH:17]([C:14]1[S:13][C:12]([NH:11][C:9](=[O:10])[C@H:8]([C:5]2[CH:6]=[CH:7][C:2]([NH:1][C:21](=[O:28])[C:22]3[CH:27]=[CH:26][N:25]=[CH:24][CH:23]=3)=[CH:3][CH:4]=2)[CH3:20])=[N:16][CH:15]=1)([CH3:19])[CH3:18]. (8) Given the reactants Br[C:2]1[N:7]=[C:6]([CH:8]=O)[CH:5]=[CH:4][CH:3]=1.[Li][CH2:11][CH2:12][CH2:13][CH3:14].[CH2:15]([Mg]Cl)[CH2:16][CH2:17][CH3:18].Br[C:22]1C=[CH:26][CH:25]=[C:24](Br)[N:23]=1.[CH3:29][N:30](C=O)[CH3:31].C(O)(=O)CC(CC(O)=O)(C(O)=O)O, predict the reaction product. The product is: [N:23]1([CH2:24][CH2:25][C:26]#[C:8][C:6]2[CH:5]=[CH:4][CH:3]=[C:2]([CH2:29][N:30]3[CH2:31][CH2:18][CH2:17][CH2:16][CH2:15]3)[N:7]=2)[CH2:22][CH2:14][CH2:13][CH2:12][CH2:11]1. (9) Given the reactants O.Cl.[NH:3]1[CH2:8][CH2:7][C:6](=[O:9])[CH2:5][CH2:4]1.Cl[CH2:11][C:12]1[CH:17]=[CH:16][N:15]=[C:14]([C:18]2[CH:23]=[C:22]([O:24][CH3:25])[C:21]([O:26][CH3:27])=[C:20]([O:28][CH3:29])[CH:19]=2)[CH:13]=1, predict the reaction product. The product is: [CH3:25][O:24][C:22]1[CH:23]=[C:18]([C:14]2[CH:13]=[C:12]([CH2:11][N:3]3[CH2:8][CH2:7][C:6](=[O:9])[CH2:5][CH2:4]3)[CH:17]=[CH:16][N:15]=2)[CH:19]=[C:20]([O:28][CH3:29])[C:21]=1[O:26][CH3:27]. (10) Given the reactants [F:1][C:2]1[CH:7]=[CH:6][C:5]([C@@H:8]2[CH2:10][C@H:9]2[CH2:11][N:12]([CH3:25])[C:13]2[CH:18]=[CH:17][N:16]=[C:15]([NH:19][NH2:20])[C:14]=2[C:21]([F:24])([F:23])[F:22])=[CH:4][CH:3]=1.C(=O)([O-])[O-].[Na+].[Na+].[F:32][C:33]([F:39])([F:38])[CH2:34][C:35](Cl)=[O:36], predict the reaction product. The product is: [F:32][C:33]([F:39])([F:38])[CH2:34][C:35]([NH:20][NH:19][C:15]1[C:14]([C:21]([F:24])([F:22])[F:23])=[C:13]([N:12]([CH2:11][C@@H:9]2[CH2:10][C@H:8]2[C:5]2[CH:6]=[CH:7][C:2]([F:1])=[CH:3][CH:4]=2)[CH3:25])[CH:18]=[CH:17][N:16]=1)=[O:36].